This data is from Reaction yield outcomes from USPTO patents with 853,638 reactions. The task is: Predict the reaction yield, written as a fraction of the theoretical maximum amount of product (1.0 means a 100% yield; for example, 0.34 means a 34% yield). (1) The reactants are [OH:1][C@H:2]([CH2:8][CH2:9][CH2:10][CH2:11][CH2:12][CH2:13][CH2:14][CH2:15][CH2:16][CH2:17][CH3:18])[CH2:3][C:4]([O:6][CH3:7])=[O:5].ClC(Cl)(Cl)C(=N)O[CH2:23][C:24]1[CH:29]=[CH:28][C:27]([O:30][CH3:31])=[CH:26][CH:25]=1.C12(CS(O)(=O)=O)C(C)(C)C(CC1)CC2=O. The catalyst is C(Cl)Cl. The product is [CH3:31][O:30][C:27]1[CH:28]=[CH:29][C:24]([CH2:23][O:1][C@H:2]([CH2:8][CH2:9][CH2:10][CH2:11][CH2:12][CH2:13][CH2:14][CH2:15][CH2:16][CH2:17][CH3:18])[CH2:3][C:4]([O:6][CH3:7])=[O:5])=[CH:25][CH:26]=1. The yield is 0.810. (2) The reactants are CS(C)(=O)=O.Cl.[C:7](Cl)(=[NH:9])[NH2:8].C([O:13][C:14]([C:16]1[C:24]2[C:19](=[CH:20][CH:21]=[CH:22][C:23]=2[Cl:25])[NH:18][C:17]=1[NH2:26])=O)C.O.N. The product is [NH2:8][C:7]1[NH:9][C:14](=[O:13])[C:16]2[C:24]3[C:19](=[CH:20][CH:21]=[CH:22][C:23]=3[Cl:25])[NH:18][C:17]=2[N:26]=1. The yield is 0.780. The catalyst is C(Cl)(Cl)Cl.O. (3) The reactants are [CH3:1][C:2]1([CH3:22])[C:7]2[CH:8]=[C:9]([C:12]3[N:17]=[C:16]([CH2:18][C:19]#[N:20])[CH:15]=[CH:14][CH:13]=3)[CH:10]=[CH:11][C:6]=2[NH:5][C:4](=O)[O:3]1.COC1C=CC(P2(SP(C3C=CC(OC)=CC=3)(=S)S2)=[S:32])=CC=1. The catalyst is CC1C=CC(C)=CC=1. The product is [CH3:1][C:2]1([CH3:22])[C:7]2[CH:8]=[C:9]([C:12]3[N:17]=[C:16]([CH2:18][C:19]#[N:20])[CH:15]=[CH:14][CH:13]=3)[CH:10]=[CH:11][C:6]=2[NH:5][C:4](=[S:32])[O:3]1. The yield is 0.480. (4) The product is [CH3:6][C:7]1[CH:12]=[C:11]([CH3:13])[CH:10]=[CH:9][C:8]=1[CH:14]([C:19]#[N:20])[CH2:15][C:16](=[O:18])[CH3:17]. The catalyst is O. The reactants are [Cl-].[NH4+].[C-]#N.[K+].[CH3:6][C:7]1[CH:12]=[C:11]([CH3:13])[CH:10]=[CH:9][C:8]=1/[CH:14]=[CH:15]/[C:16](=[O:18])[CH3:17].[CH3:19][N:20](C)C=O. The yield is 0.480. (5) The reactants are [Cl:1][C:2]1[N:3]([S:16]([C:19]2[CH:24]=[CH:23][CH:22]=[CH:21][CH:20]=2)(=[O:18])=[O:17])[C:4]([C:10]2[CH:15]=[CH:14][CH:13]=[CH:12][CH:11]=2)=[C:5]([F:9])[C:6]=1[CH2:7][OH:8].C[N+]1([O-])CCOCC1. The catalyst is C(#N)C.C(OCC)(=O)C.[Ru]([O-])(=O)(=O)=O.C([N+](CCC)(CCC)CCC)CC. The product is [Cl:1][C:2]1[N:3]([S:16]([C:19]2[CH:24]=[CH:23][CH:22]=[CH:21][CH:20]=2)(=[O:18])=[O:17])[C:4]([C:10]2[CH:11]=[CH:12][CH:13]=[CH:14][CH:15]=2)=[C:5]([F:9])[C:6]=1[CH:7]=[O:8]. The yield is 0.670. (6) The reactants are [CH3:1][C:2]1[C:6]([CH2:7][N:8]2[CH:12]=[C:11]([N:13]3[C:17](=[O:18])[CH2:16][NH:15][C:14]3=[O:19])[CH:10]=[N:9]2)=[C:5]([CH3:20])[O:4][N:3]=1.[OH:21][C:22]1[CH:30]=[CH:29][C:25]([CH2:26][CH2:27]Br)=[CH:24][CH:23]=1. No catalyst specified. The product is [CH3:1][C:2]1[C:6]([CH2:7][N:8]2[CH:12]=[C:11]([N:13]3[C:17](=[O:18])[CH2:16][N:15]([CH2:27][CH2:26][C:25]4[CH:29]=[CH:30][C:22]([OH:21])=[CH:23][CH:24]=4)[C:14]3=[O:19])[CH:10]=[N:9]2)=[C:5]([CH3:20])[O:4][N:3]=1. The yield is 0.310. (7) The reactants are [NH2:1][C:2]1[C:10]([Cl:11])=[CH:9][C:8]([Cl:12])=[CH:7][C:3]=1[C:4]([OH:6])=O.N1[CH:17]=[CH:16]N=C1.C(Cl)(=O)C.Cl.[NH2:23][CH:24]1[CH2:29][CH2:28][C:27](=[O:30])[NH:26][C:25]1=[O:31].P(OC1C=CC=CC=1)(OC1C=CC=CC=1)OC1C=CC=CC=1. The catalyst is C(#N)C. The product is [Cl:12][C:8]1[CH:7]=[C:3]2[C:2](=[C:10]([Cl:11])[CH:9]=1)[N:1]=[C:16]([CH3:17])[N:23]([CH:24]1[CH2:29][CH2:28][C:27](=[O:30])[NH:26][C:25]1=[O:31])[C:4]2=[O:6]. The yield is 0.580.